This data is from TCR-epitope binding with 47,182 pairs between 192 epitopes and 23,139 TCRs. The task is: Binary Classification. Given a T-cell receptor sequence (or CDR3 region) and an epitope sequence, predict whether binding occurs between them. (1) The TCR CDR3 sequence is CASSWGSYNEQFF. The epitope is NLWNTFTRL. Result: 0 (the TCR does not bind to the epitope). (2) The epitope is LPAADLDDF. The TCR CDR3 sequence is CSARDLGLAGDEQYF. Result: 0 (the TCR does not bind to the epitope). (3) The epitope is WICLLQFAY. The TCR CDR3 sequence is CASSQDREGVAQYF. Result: 0 (the TCR does not bind to the epitope). (4) The epitope is MPASWVMRI. The TCR CDR3 sequence is CASSFGLAGTDTQYF. Result: 1 (the TCR binds to the epitope). (5) The epitope is LLLGIGILV. The TCR CDR3 sequence is CSARPRDRGINEQFF. Result: 1 (the TCR binds to the epitope). (6) The epitope is FLKEKGGL. The TCR CDR3 sequence is CASSLGEGTTYEQYF. Result: 0 (the TCR does not bind to the epitope).